From a dataset of Catalyst prediction with 721,799 reactions and 888 catalyst types from USPTO. Predict which catalyst facilitates the given reaction. (1) Product: [ClH:32].[CH3:1][C:2]1([CH3:31])[C:8](=[O:9])[NH:7][C:6]2[N:10]=[CH:11][C:12](/[CH:14]=[CH:15]/[C:16]([N:18]([CH3:30])[CH2:19][C:20]3[O:21][C:22]4[CH:29]=[CH:28][CH:27]=[CH:26][C:23]=4[C:24]=3[CH3:25])=[O:17])=[CH:13][C:5]=2[CH2:4][NH:3]1. The catalyst class is: 158. Reactant: [CH3:1][C:2]1([CH3:31])[C:8](=[O:9])[NH:7][C:6]2[N:10]=[CH:11][C:12](/[CH:14]=[CH:15]/[C:16]([N:18]([CH3:30])[CH2:19][C:20]3[O:21][C:22]4[CH:29]=[CH:28][CH:27]=[CH:26][C:23]=4[C:24]=3[CH3:25])=[O:17])=[CH:13][C:5]=2[CH2:4][NH:3]1.[ClH:32]. (2) Reactant: [Cl:1][C:2]1[C:11]2[C:6](=[CH:7][CH:8]=[C:9]([C:12]([C:20]3[C:21]([CH3:27])=[N:22][C:23]([CH3:26])=[CH:24][CH:25]=3)([OH:19])[C:13]3[N:17]([CH3:18])[N:16]=[N:15][CH:14]=3)[CH:10]=2)[N:5]=[C:4]([O:28][CH3:29])[C:3]=1[OH:30].[CH3:31][C:32]1([CH2:36]O)[CH2:35][O:34][CH2:33]1.C1C=CC(P(C2C=CC=CC=2)C2C=CC=CC=2)=CC=1.CC(OC(/N=N/C(OC(C)C)=O)=O)C. Product: [Cl:1][C:2]1[C:11]2[C:6](=[CH:7][CH:8]=[C:9]([C:12]([C:20]3[C:21]([CH3:27])=[N:22][C:23]([CH3:26])=[CH:24][CH:25]=3)([C:13]3[N:17]([CH3:18])[N:16]=[N:15][CH:14]=3)[OH:19])[CH:10]=2)[N:5]=[C:4]([O:28][CH3:29])[C:3]=1[O:30][CH2:31][C:32]1([CH3:36])[CH2:35][O:34][CH2:33]1. The catalyst class is: 1.